From a dataset of Catalyst prediction with 721,799 reactions and 888 catalyst types from USPTO. Predict which catalyst facilitates the given reaction. (1) Reactant: [C:1]([N:8]1[CH2:12][C@H:11]([OH:13])[CH2:10][C@H:9]1[C:14]([O:16][CH3:17])=[O:15])([O:3][C:4]([CH3:7])([CH3:6])[CH3:5])=[O:2].C1(P(C2C=CC=CC=2)C2C=CC=CC=2)C=CC=CC=1.[C:37](O)(=[O:44])[C:38]1[CH:43]=[CH:42][CH:41]=[CH:40][CH:39]=1.N(C(OCC)=O)=NC(OCC)=O. Product: [C:1]([N:8]1[CH2:12][C@@H:11]([O:13][C:37](=[O:44])[C:38]2[CH:43]=[CH:42][CH:41]=[CH:40][CH:39]=2)[CH2:10][C@H:9]1[C:14]([O:16][CH3:17])=[O:15])([O:3][C:4]([CH3:7])([CH3:6])[CH3:5])=[O:2]. The catalyst class is: 1. (2) Reactant: [F:1][C:2]1[C:7]([F:8])=[CH:6][C:5]([N+:9]([O-])=O)=[CH:4][C:3]=1[C@:12]1([CH3:22])[C@H:18]2[C@:16]([CH2:19][F:20])([CH2:17]2)[S:15][C:14]([NH2:21])=[N:13]1.CC(O)=O.C(O)(C(F)(F)F)=O. Product: [NH2:9][C:5]1[CH:6]=[C:7]([F:8])[C:2]([F:1])=[C:3]([C@:12]2([CH3:22])[C@H:18]3[C@:16]([CH2:19][F:20])([CH2:17]3)[S:15][C:14]([NH2:21])=[N:13]2)[CH:4]=1. The catalyst class is: 401. (3) Reactant: [CH2:1]([Li])[CH2:2][CH2:3][CH3:4].C(NC(C)C)(C)C.F[C:14]1[CH:19]=[CH:18]C=C[N:15]=1.CON(C)C(=O)C.O.[NH2:28][NH2:29]. Product: [CH3:4][C:3]1[C:2]2[C:1](=[N:15][CH:14]=[CH:19][CH:18]=2)[NH:29][N:28]=1. The catalyst class is: 323. (4) Reactant: [CH3:1][N:2]([C:14]1[C:23]([CH3:24])=[CH:22][C:21]2[C:20]([CH3:25])=[CH:19][CH2:18][C:17]([CH3:27])([CH3:26])[C:16]=2[CH:15]=1)[C:3]1[CH:13]=[CH:12][C:6]([C:7]([O:9]CC)=[O:8])=[CH:5][CH:4]=1.C(O)C.[OH-].[K+]. Product: [CH3:1][N:2]([C:14]1[C:23]([CH3:24])=[CH:22][C:21]2[C:20]([CH3:25])=[CH:19][CH2:18][C:17]([CH3:27])([CH3:26])[C:16]=2[CH:15]=1)[C:3]1[CH:4]=[CH:5][C:6]([C:7]([OH:9])=[O:8])=[CH:12][CH:13]=1. The catalyst class is: 6. (5) Reactant: [Cr](Cl)([O-])(=O)=O.[NH+]1C=CC=CC=1.[N:12]1[CH:17]=[CH:16][C:15]([CH:18]([OH:22])[CH2:19][CH2:20][CH3:21])=[CH:14][CH:13]=1.CCOCC. Product: [N:12]1[CH:17]=[CH:16][C:15]([C:18]([CH2:19][CH2:20][CH3:21])=[O:22])=[CH:14][CH:13]=1. The catalyst class is: 4. (6) Reactant: [F:1][C:2]1[CH:7]=[CH:6][CH:5]=[C:4]([F:8])[C:3]=1[C:9]1[C:10]([OH:15])=[CH:11][CH:12]=[CH:13][CH:14]=1.[C:16](=[O:19])([O-])[O-].[K+].[K+].[CH2:22](Br)[CH:23]=C.C(OCC=C)C=C.C(C1C(C(F)(F)F)=CC=C(Cl)C=1O)C=C.C(C1C=CC=C(C2C(F)=CC=CC=2F)C=1O)C=C.FC1C(F)=C(O)C(C2C=CC=CC=2)=CC=1.ClC1C=C(C=CC=1)C(OO)=O.ClC1C2OC(CO)CC=2C(C(F)(F)F)=CC=1. Product: [F:1][C:2]1[CH:7]=[CH:6][CH:5]=[C:4]([F:8])[C:3]=1[C:9]1[C:10]2[O:15][CH:23]([CH2:16][OH:19])[CH2:22][C:11]=2[CH:12]=[CH:13][CH:14]=1. The catalyst class is: 728.